From a dataset of Full USPTO retrosynthesis dataset with 1.9M reactions from patents (1976-2016). Predict the reactants needed to synthesize the given product. The reactants are: [C:9](O[C:9]([O:11][C:12]([CH3:15])([CH3:14])[CH3:13])=[O:10])([O:11][C:12]([CH3:15])([CH3:14])[CH3:13])=[O:10].Cl.[I:17][C:18]1[CH:27]=[CH:26][C:21]2[C:22](=O)[CH2:23][O:24][C:20]=2[CH:19]=1.[CH2:28]([N:30](CC)[CH2:31]C)[CH3:29]. Given the product [I:17][C:18]1[CH:27]=[CH:26][C:21]2[C:22]3[CH2:29][CH2:28][N:30]([C:9]([O:11][C:12]([CH3:13])([CH3:14])[CH3:15])=[O:10])[CH2:31][C:23]=3[O:24][C:20]=2[CH:19]=1, predict the reactants needed to synthesize it.